Dataset: Peptide-MHC class I binding affinity with 185,985 pairs from IEDB/IMGT. Task: Regression. Given a peptide amino acid sequence and an MHC pseudo amino acid sequence, predict their binding affinity value. This is MHC class I binding data. (1) The peptide sequence is LAVFPAMFW. The MHC is HLA-A68:02 with pseudo-sequence HLA-A68:02. The binding affinity (normalized) is 0.0847. (2) The peptide sequence is YKSLRAEQT. The MHC is Mamu-B03 with pseudo-sequence Mamu-B03. The binding affinity (normalized) is 0. (3) The binding affinity (normalized) is 0.230. The peptide sequence is VMNIERQDYR. The MHC is HLA-A11:01 with pseudo-sequence HLA-A11:01.